The task is: Predict which catalyst facilitates the given reaction.. This data is from Catalyst prediction with 721,799 reactions and 888 catalyst types from USPTO. (1) Reactant: Br.[CH2:2]([O:4][C:5](=[O:34])[C:6]1[CH:11]=[CH:10][CH:9]=[C:8]([O:12][CH2:13][CH2:14][CH2:15][N:16]2[C:20]3[CH:21]=[CH:22][CH:23]=[CH:24][C:19]=3[N:18]([CH2:25][C:26]3[CH:31]=[CH:30][CH:29]=[C:28]([Br:32])[CH:27]=3)[C:17]2=[NH:33])[CH:7]=1)[CH3:3].[OH-].[Na+].[C:37](O[C:37]([O:39][C:40]([CH3:43])([CH3:42])[CH3:41])=[O:38])([O:39][C:40]([CH3:43])([CH3:42])[CH3:41])=[O:38]. Product: [CH2:2]([O:4][C:5](=[O:34])[C:6]1[CH:11]=[CH:10][CH:9]=[C:8]([O:12][CH2:13][CH2:14][CH2:15][N:16]2[C:20]3[CH:21]=[CH:22][CH:23]=[CH:24][C:19]=3[N:18]([CH2:25][C:26]3[CH:31]=[CH:30][CH:29]=[C:28]([Br:32])[CH:27]=3)[C:17]2=[N:33][C:37]([O:39][C:40]([CH3:43])([CH3:42])[CH3:41])=[O:38])[CH:7]=1)[CH3:3]. The catalyst class is: 38. (2) Reactant: [Br:1][C:2]1[CH:3]=[C:4]([C:10]([N:12]2[CH2:17][CH2:16][CH2:15][CH2:14][CH2:13]2)=O)[CH:5]=[C:6]([F:9])[C:7]=1[F:8].B.C1COCC1.C([O-])(O)=O.[Na+]. Product: [Br:1][C:2]1[CH:3]=[C:4]([CH:5]=[C:6]([F:9])[C:7]=1[F:8])[CH2:10][N:12]1[CH2:13][CH2:14][CH2:15][CH2:16][CH2:17]1. The catalyst class is: 25.